From a dataset of Forward reaction prediction with 1.9M reactions from USPTO patents (1976-2016). Predict the product of the given reaction. (1) Given the reactants [C:1]1([CH2:7][CH2:8][CH2:9][CH2:10][C:11]2[O:12][C:13]3[C:22]4[C:21](=[CH:23][CH2:24][NH:25][C:26](=[O:29])[CH2:27][CH3:28])[CH2:20][CH2:19][C:18]=4[CH:17]=[CH:16][C:14]=3[N:15]=2)[CH:6]=[CH:5][CH:4]=[CH:3][CH:2]=1, predict the reaction product. The product is: [C:1]1([CH2:7][CH2:8][CH2:9][CH2:10][C:11]2[O:12][C:13]3[C:22]4[CH:21]([CH2:23][CH2:24][NH:25][C:26](=[O:29])[CH2:27][CH3:28])[CH2:20][CH2:19][C:18]=4[CH:17]=[CH:16][C:14]=3[N:15]=2)[CH:6]=[CH:5][CH:4]=[CH:3][CH:2]=1. (2) Given the reactants [Mg].Br[C:3]1[CH:8]=[CH:7][CH:6]=[CH:5][C:4]=1[C:9]1[CH:14]=[CH:13][CH:12]=[CH:11][CH:10]=1.[Br:15][C:16]1[C:17](=O)[C:18]2[C:26](=[CH:27][CH:28]=1)[C:25]1[C:20](=[CH:21][CH:22]=[CH:23][CH:24]=1)[CH:19]=2.C([O:32]CC)C, predict the reaction product. The product is: [C:4]1([C:9]2[CH:14]=[CH:13][CH:12]=[CH:11][CH:10]=2)[CH:5]=[CH:6][CH:7]=[CH:8][C:3]=1[C:19]1([OH:32])[C:18]2[CH:17]=[C:16]([Br:15])[CH:28]=[CH:27][C:26]=2[C:25]2[C:20]1=[CH:21][CH:22]=[CH:23][CH:24]=2. (3) Given the reactants [N:1]([CH:4]([C:21]1[CH:26]=[CH:25][N:24]=[CH:23][CH:22]=1)[CH2:5][N:6]1[C:14]2[CH:13]=[CH:12][C:11]([CH3:15])=[CH:10][C:9]=2[C:8]2[CH2:16][N:17]([CH3:20])[CH2:18][CH2:19][C:7]1=2)=[N+]=[N-].[Cl-].[NH4+], predict the reaction product. The product is: [CH3:20][N:17]1[CH2:18][CH2:19][C:7]2[N:6]([CH2:5][CH:4]([C:21]3[CH:22]=[CH:23][N:24]=[CH:25][CH:26]=3)[NH2:1])[C:14]3[CH:13]=[CH:12][C:11]([CH3:15])=[CH:10][C:9]=3[C:8]=2[CH2:16]1. (4) Given the reactants [C:1]([C:4]1[CH:9]=[CH:8][C:7]([S:10]([NH2:13])(=[O:12])=[O:11])=[CH:6][CH:5]=1)(=[O:3])[CH3:2].[CH3:14][O:15][C:16]1[CH:23]=[C:22]([O:24][CH3:25])[C:21]([C:26]2[N:27]([CH3:35])[C:28]3[C:33]([CH:34]=2)=[CH:32][CH:31]=[CH:30][CH:29]=3)=[CH:20][C:17]=1[CH:18]=O, predict the reaction product. The product is: [CH3:14][O:15][C:16]1[CH:23]=[C:22]([O:24][CH3:25])[C:21]([C:26]2[N:27]([CH3:35])[C:28]3[C:33]([CH:34]=2)=[CH:32][CH:31]=[CH:30][CH:29]=3)=[CH:20][C:17]=1/[CH:18]=[CH:2]/[C:1]([C:4]1[CH:5]=[CH:6][C:7]([S:10]([NH2:13])(=[O:11])=[O:12])=[CH:8][CH:9]=1)=[O:3]. (5) Given the reactants Cl.[C:2]1([CH:8]([C:14]2[CH:19]=[CH:18][CH:17]=[CH:16][CH:15]=2)[N:9]2[CH2:12][CH:11]([OH:13])[CH2:10]2)[CH:7]=[CH:6][CH:5]=[CH:4][CH:3]=1.C(N(CC)CC)C.S(=O)(=O)=O.O, predict the reaction product. The product is: [C:14]1([CH:8]([C:2]2[CH:3]=[CH:4][CH:5]=[CH:6][CH:7]=2)[N:9]2[CH2:12][C:11](=[O:13])[CH2:10]2)[CH:15]=[CH:16][CH:17]=[CH:18][CH:19]=1. (6) Given the reactants [CH2:1]([N:5]1[C:9]([CH2:10][O:11][C:12]2[CH:17]=[CH:16][CH:15]=[CH:14][C:13]=2[CH2:18][C@@H:19]([O:25][C:26]2[C:27]3[C:34]([C:35]4[CH:40]=[CH:39][C:38]([O:41][CH2:42][CH2:43][N:44]5[CH2:49][CH2:48][N:47]([CH3:50])[CH2:46][CH2:45]5)=[C:37]([Cl:51])[C:36]=4[CH3:52])=[C:33](I)[S:32][C:28]=3[N:29]=[CH:30][N:31]=2)[C:20]([O:22][CH2:23][CH3:24])=[O:21])=[CH:8][CH:7]=[N:6]1)[CH2:2][CH2:3][CH3:4].N1C2C(=CC=C3C=2N=CC=C3)C=CC=1.[F-].[K+].C[Si](C)(C)[C:72]([F:75])([F:74])[F:73].B(OC)(OC)OC, predict the reaction product. The product is: [CH2:1]([N:5]1[C:9]([CH2:10][O:11][C:12]2[CH:17]=[CH:16][CH:15]=[CH:14][C:13]=2[CH2:18][C@@H:19]([O:25][C:26]2[C:27]3[C:34]([C:35]4[CH:40]=[CH:39][C:38]([O:41][CH2:42][CH2:43][N:44]5[CH2:49][CH2:48][N:47]([CH3:50])[CH2:46][CH2:45]5)=[C:37]([Cl:51])[C:36]=4[CH3:52])=[C:33]([C:72]([F:75])([F:74])[F:73])[S:32][C:28]=3[N:29]=[CH:30][N:31]=2)[C:20]([O:22][CH2:23][CH3:24])=[O:21])=[CH:8][CH:7]=[N:6]1)[CH2:2][CH2:3][CH3:4].